From a dataset of Full USPTO retrosynthesis dataset with 1.9M reactions from patents (1976-2016). Predict the reactants needed to synthesize the given product. (1) The reactants are: [Cl:1][C:2]1[CH:7]=[CH:6][C:5]([N:8]2[C:12]([C:13]3[CH:18]=[CH:17][C:16]([F:19])=[CH:15][CH:14]=3)=[CH:11][N:10]([CH2:20][CH2:21][C:22](O)=[O:23])[C:9]2=[S:25])=[CH:4][CH:3]=1.[NH:26]1[CH2:31][CH2:30]O[CH2:28][CH2:27]1. Given the product [Cl:1][C:2]1[CH:3]=[CH:4][C:5]([N:8]2[C:12]([C:13]3[CH:18]=[CH:17][C:16]([F:19])=[CH:15][CH:14]=3)=[CH:11][N:10]([CH2:20][CH2:21][C:22]([N:26]3[CH2:31][CH2:30][CH2:28][CH2:27]3)=[O:23])[C:9]2=[S:25])=[CH:6][CH:7]=1, predict the reactants needed to synthesize it. (2) Given the product [CH:25]1([NH:35][C:11]([C:2]2[CH:3]=[CH:4][C:5]3[C:10](=[CH:9][CH:8]=[N:7][CH:6]=3)[N:1]=2)=[O:13])[C:34]2[C:29](=[CH:30][CH:31]=[CH:32][CH:33]=2)[CH2:28][CH2:27][CH2:26]1, predict the reactants needed to synthesize it. The reactants are: [N:1]1[C:10]2[C:5](=[CH:6][N:7]=[CH:8][CH:9]=2)[CH:4]=[CH:3][C:2]=1[C:11]([OH:13])=O.O.ON1C2C=CC=CC=2N=N1.[CH:25]1([NH2:35])[C:34]2[C:29](=[CH:30][CH:31]=[CH:32][CH:33]=2)[CH2:28][CH2:27][CH2:26]1.CCCCCC.C(OCC)(=O)C. (3) Given the product [NH2:1][C:2]1[N:7]=[C:6]([N:8]2[C@H:13]([CH3:14])[CH2:12][CH2:11][C@H:10]([C:15]([NH:41][CH:36]3[CH2:37][CH2:38][CH2:39][CH2:40]3)=[O:16])[CH2:9]2)[CH:5]=[C:4]([C:18]2[CH:23]=[CH:22][C:21]([C:24]#[N:25])=[C:20]([F:26])[CH:19]=2)[N:3]=1, predict the reactants needed to synthesize it. The reactants are: [NH2:1][C:2]1[N:7]=[C:6]([N:8]2[C@H:13]([CH3:14])[CH2:12][CH2:11][C@H:10]([C:15](O)=[O:16])[CH2:9]2)[CH:5]=[C:4]([C:18]2[CH:23]=[CH:22][C:21]([C:24]#[N:25])=[C:20]([F:26])[CH:19]=2)[N:3]=1.CN(C(ON1N=N[C:37]2[CH:38]=[CH:39][CH:40]=[N:41][C:36]1=2)=[N+](C)C)C.F[P-](F)(F)(F)(F)F.CCN(C(C)C)C(C)C.C1(N)CCCC1. (4) Given the product [C:10]1([C:7]2[O:6][C:5]([N:16]3[CH2:21][CH2:20][CH:19]([C:22]([O:24][CH3:25])=[O:23])[CH2:18][CH2:17]3)=[N:9][N:8]=2)[CH:15]=[CH:14][CH:13]=[CH:12][CH:11]=1, predict the reactants needed to synthesize it. The reactants are: CS([C:5]1[O:6][C:7]([C:10]2[CH:15]=[CH:14][CH:13]=[CH:12][CH:11]=2)=[N:8][N:9]=1)(=O)=O.[NH:16]1[CH2:21][CH2:20][CH:19]([C:22]([O:24][CH3:25])=[O:23])[CH2:18][CH2:17]1. (5) Given the product [Cl:16][C:17]1[N:18]=[CH:19][C:20]([CH2:23][N:13]2[CH:14]=[C:9]([C:6]3[CH:7]=[CH:8][C:3]([O:2][CH3:1])=[CH:4][CH:5]=3)[CH:10]=[CH:11][C:12]2=[O:15])=[CH:21][CH:22]=1, predict the reactants needed to synthesize it. The reactants are: [CH3:1][O:2][C:3]1[CH:8]=[CH:7][C:6]([C:9]2[CH:10]=[CH:11][C:12](=[O:15])[NH:13][CH:14]=2)=[CH:5][CH:4]=1.[Cl:16][C:17]1[CH:22]=[CH:21][C:20]([CH2:23]Cl)=[CH:19][N:18]=1.C([O-])([O-])=O.[K+].[K+]. (6) Given the product [CH3:16][C:11]1([CH3:17])[C:12]([CH3:15])([CH3:14])[O:13][B:9]([C:5]2[CH:4]=[C:3]([CH:8]=[CH:7][CH:6]=2)[CH2:2][N:22]2[CH2:23][CH2:24][N:19]([CH3:18])[CH2:20][CH2:21]2)[O:10]1, predict the reactants needed to synthesize it. The reactants are: Br[CH2:2][C:3]1[CH:4]=[C:5]([B:9]2[O:13][C:12]([CH3:15])([CH3:14])[C:11]([CH3:17])([CH3:16])[O:10]2)[CH:6]=[CH:7][CH:8]=1.[CH3:18][N:19]1[CH2:24][CH2:23][NH:22][CH2:21][CH2:20]1.